Dataset: Full USPTO retrosynthesis dataset with 1.9M reactions from patents (1976-2016). Task: Predict the reactants needed to synthesize the given product. (1) Given the product [F:21][C:2]([F:1])([F:20])[C:3]([N:5]1[CH2:6][CH2:7][N:8]([C:11]2[CH:16]=[CH:15][CH:14]=[CH:13][C:12]=2[NH2:17])[CH2:9][CH2:10]1)=[O:4], predict the reactants needed to synthesize it. The reactants are: [F:1][C:2]([F:21])([F:20])[C:3]([N:5]1[CH2:10][CH2:9][N:8]([C:11]2[CH:16]=[CH:15][CH:14]=[CH:13][C:12]=2[N+:17]([O-])=O)[CH2:7][CH2:6]1)=[O:4]. (2) Given the product [C:11]([C:8]1[CH:9]=[CH:10][C:5]([CH2:4][N:1]2[CH:19]=[C:17]([CH2:16][OH:15])[N:3]=[N:2]2)=[CH:6][CH:7]=1)([CH3:14])([CH3:13])[CH3:12], predict the reactants needed to synthesize it. The reactants are: [N:1]([CH2:4][C:5]1[CH:10]=[CH:9][C:8]([C:11]([CH3:14])([CH3:13])[CH3:12])=[CH:7][CH:6]=1)=[N+:2]=[N-:3].[O:15]=[C:16]1O[C@H]([C@H](CO)O)[C:19]([O-])=[C:17]1O.[Na+].